This data is from Catalyst prediction with 721,799 reactions and 888 catalyst types from USPTO. The task is: Predict which catalyst facilitates the given reaction. (1) Reactant: [C:1]1([C:7]2[N:11]=[C:10]([CH2:12][C:13]([OH:15])=O)[NH:9][N:8]=2)[CH:6]=[CH:5][CH:4]=[CH:3][CH:2]=1.Cl.[Cl:17][C:18]1[CH:19]=[C:20]([CH:29]=[CH:30][C:31]=1[Cl:32])[CH2:21][N:22]1[CH2:27][CH2:26][CH:25]([NH2:28])[CH2:24][CH2:23]1.C(N(CC)CC)C.C(=O)([O-])O.[Na+]. Product: [Cl:17][C:18]1[CH:19]=[C:20]([CH:29]=[CH:30][C:31]=1[Cl:32])[CH2:21][N:22]1[CH2:23][CH2:24][CH:25]([NH:28][C:13](=[O:15])[CH2:12][C:10]2[NH:9][N:8]=[C:7]([C:1]3[CH:2]=[CH:3][CH:4]=[CH:5][CH:6]=3)[N:11]=2)[CH2:26][CH2:27]1. The catalyst class is: 4. (2) Reactant: [Cl:1][C:2]1[CH:11]=[C:10]([CH:12](O)[CH3:13])[C:9]([C:15]2[CH:20]=[CH:19][CH:18]=[CH:17][C:16]=2[F:21])=[C:8]2[C:3]=1[CH:4]=[CH:5][CH:6]=[N:7]2.C(N(CC)CC)C.CS(Cl)(=O)=O.[N-:34]=[N+:35]=[N-:36].[Na+]. Product: [N:34]([CH:12]([C:10]1[C:9]([C:15]2[CH:20]=[CH:19][CH:18]=[CH:17][C:16]=2[F:21])=[C:8]2[C:3]([CH:4]=[CH:5][CH:6]=[N:7]2)=[C:2]([Cl:1])[CH:11]=1)[CH3:13])=[N+:35]=[N-:36]. The catalyst class is: 124.